Dataset: Catalyst prediction with 721,799 reactions and 888 catalyst types from USPTO. Task: Predict which catalyst facilitates the given reaction. (1) Reactant: [CH:1]1([C:6]2[O:28][C:9]3[N:10]=[CH:11][N:12]=[C:13]([O:14][C@H:15]([CH3:27])[CH2:16][CH2:17][CH2:18][CH2:19][C:20]([O:22]C(C)(C)C)=[O:21])[C:8]=3[C:7]=2[C:29]2[CH:34]=[CH:33][C:32]([O:35][CH3:36])=[CH:31][CH:30]=2)[CH2:5][CH2:4][CH2:3][CH2:2]1.FC(F)(F)C(O)=O. Product: [CH:1]1([C:6]2[O:28][C:9]3[N:10]=[CH:11][N:12]=[C:13]([O:14][C@H:15]([CH3:27])[CH2:16][CH2:17][CH2:18][CH2:19][C:20]([OH:22])=[O:21])[C:8]=3[C:7]=2[C:29]2[CH:34]=[CH:33][C:32]([O:35][CH3:36])=[CH:31][CH:30]=2)[CH2:5][CH2:4][CH2:3][CH2:2]1. The catalyst class is: 4. (2) Reactant: [CH:1]1([C:4]2[N:8]([C:9]3[CH:14]=[CH:13][C:12]([NH:15][C:16](=[O:24])[CH2:17][C:18]4[CH:23]=[CH:22][N:21]=[CH:20][CH:19]=4)=[CH:11][CH:10]=3)[N:7]=[C:6]([C:25]([F:28])([F:27])[F:26])[CH:5]=2)[CH2:3][CH2:2]1.N1C=CC(CC(O)=O)=CC=1.[ClH:39]. Product: [ClH:39].[CH:1]1([C:4]2[N:8]([C:9]3[CH:10]=[CH:11][C:12]([NH:15][C:16](=[O:24])[CH2:17][C:18]4[CH:19]=[CH:20][N:21]=[CH:22][CH:23]=4)=[CH:13][CH:14]=3)[N:7]=[C:6]([C:25]([F:26])([F:27])[F:28])[CH:5]=2)[CH2:3][CH2:2]1. The catalyst class is: 165. (3) Reactant: [OH:1][C:2]1[CH:7]=[CH:6][C:5]([C:8]2[C:13](=[O:14])[N:12]3[CH:15]=[CH:16][S:17][C:11]3=[N:10][C:9]=2[CH3:18])=[CH:4][CH:3]=1.[CH2:19](Br)[CH3:20].[H-].[Na+]. Product: [CH2:19]([O:1][C:2]1[CH:3]=[CH:4][C:5]([C:8]2[C:13](=[O:14])[N:12]3[CH:15]=[CH:16][S:17][C:11]3=[N:10][C:9]=2[CH3:18])=[CH:6][CH:7]=1)[CH3:20]. The catalyst class is: 39. (4) Reactant: [C:1]([O:5][C:6]([NH:8][C@H:9]([C:11]([OH:13])=O)[CH3:10])=[O:7])([CH3:4])([CH3:3])[CH3:2].[CH2:14]([O:21][CH2:22][CH2:23][CH2:24][NH:25][CH2:26][CH2:27][OH:28])[C:15]1[CH:20]=[CH:19][CH:18]=[CH:17][CH:16]=1.C(N(CC)C(C)C)(C)C.ON1C2C=CC=CC=2N=N1.Cl.C(N=C=NCCCN(C)C)C. Product: [C:1]([O:5][C:6](=[O:7])[NH:8][C@H:9]([C:11](=[O:13])[N:25]([CH2:24][CH2:23][CH2:22][O:21][CH2:14][C:15]1[CH:16]=[CH:17][CH:18]=[CH:19][CH:20]=1)[CH2:26][CH2:27][OH:28])[CH3:10])([CH3:2])([CH3:3])[CH3:4]. The catalyst class is: 9.